Dataset: Full USPTO retrosynthesis dataset with 1.9M reactions from patents (1976-2016). Task: Predict the reactants needed to synthesize the given product. (1) Given the product [C:1]([C:3]1([CH2:13][O:14][C:15]2[C:23]([CH:24]3[CH2:26][CH2:25]3)=[CH:22][C:18]([C:19]([NH:62][S:59]([CH:56]3[CH2:58][CH2:57]3)(=[O:61])=[O:60])=[O:21])=[C:17]([F:27])[CH:16]=2)[CH2:10][CH2:11][CH2:6][CH2:5][CH2:4]1)#[N:2], predict the reactants needed to synthesize it. The reactants are: [C:1]([C:3]1([CH2:13][O:14][C:15]2[C:23]([CH:24]3[CH2:26][CH2:25]3)=[CH:22][C:18]([C:19]([OH:21])=O)=[C:17]([F:27])[CH:16]=2)[CH:10]2[CH2:11][CH:6]3CC(C[CH:4]1[CH2:5]3)C2)#[N:2].C(C1(COC2C(C3CC3)=CC(C(O)=O)=C(F)C=2)CCCCC1)#N.CS(N)(=O)=O.[CH:56]1([S:59]([NH2:62])(=[O:61])=[O:60])[CH2:58][CH2:57]1. (2) Given the product [C:3]([NH:11][C:12]1[CH:20]=[C:19]([CH2:21][C:22]2[CH:27]=[CH:26][CH:25]=[CH:24][CH:23]=2)[CH:18]=[CH:17][C:13]=1[C:14]([OH:16])=[O:15])(=[O:10])[C:4]1[CH:5]=[CH:6][CH:7]=[CH:8][CH:9]=1, predict the reactants needed to synthesize it. The reactants are: CO.[C:3]([NH:11][C:12]1[CH:20]=[C:19]([C:21](=O)[C:22]2[CH:27]=[CH:26][CH:25]=[CH:24][CH:23]=2)[CH:18]=[CH:17][C:13]=1[C:14]([OH:16])=[O:15])(=[O:10])[C:4]1[CH:9]=[CH:8][CH:7]=[CH:6][CH:5]=1. (3) Given the product [CH3:1][O:2][C:3](=[O:47])[CH:4]([N:16]1[CH2:50][CH2:49][N:33]([S:34]([C:37]2[CH:42]=[CH:41][CH:40]=[CH:39][C:38]=2[N+:43]([O-:45])=[O:44])(=[O:36])=[O:35])[CH:18]([CH2:19][CH2:20][CH2:21][NH:22][C:23]([O:25][CH2:26][C:27]2[CH:32]=[CH:31][CH:30]=[CH:29][CH:28]=2)=[O:24])[C:17]1=[O:46])[CH2:5][C:6]1[CH:15]=[CH:14][C:13]2[C:8](=[CH:9][CH:10]=[CH:11][CH:12]=2)[CH:7]=1, predict the reactants needed to synthesize it. The reactants are: [CH3:1][O:2][C:3](=[O:47])[CH:4]([NH:16][C:17](=[O:46])[CH:18]([NH:33][S:34]([C:37]1[CH:42]=[CH:41][CH:40]=[CH:39][C:38]=1[N+:43]([O-:45])=[O:44])(=[O:36])=[O:35])[CH2:19][CH2:20][CH2:21][NH:22][C:23]([O:25][CH2:26][C:27]1[CH:32]=[CH:31][CH:30]=[CH:29][CH:28]=1)=[O:24])[CH2:5][C:6]1[CH:15]=[CH:14][C:13]2[C:8](=[CH:9][CH:10]=[CH:11][CH:12]=2)[CH:7]=1.Br[CH:49](Br)[CH3:50].C(=O)([O-])[O-].[K+].[K+].OS([O-])(=O)=O.[K+]. (4) Given the product [CH:1]1([CH2:4][N:5]([CH2:45][CH:46]2[CH2:48][CH2:47]2)[C:6]2[N:11]=[C:10]3[N:12]([C:16]([CH3:17])([CH3:18])[CH3:19])[N:13]=[C:14]([CH3:15])[C:9]3=[CH:8][C:7]=2[CH2:20][N:21]([CH2:30][C:31]2[CH:36]=[C:35]([C:37]([F:40])([F:39])[F:38])[CH:34]=[C:33]([C:41]([F:43])([F:44])[F:42])[CH:32]=2)[C:22]2[N:27]=[CH:26][C:25]([C:28]([NH2:29])=[O:49])=[CH:24][N:23]=2)[CH2:2][CH2:3]1, predict the reactants needed to synthesize it. The reactants are: [CH:1]1([CH2:4][N:5]([CH2:45][CH:46]2[CH2:48][CH2:47]2)[C:6]2[N:11]=[C:10]3[N:12]([C:16]([CH3:19])([CH3:18])[CH3:17])[N:13]=[C:14]([CH3:15])[C:9]3=[CH:8][C:7]=2[CH2:20][N:21]([CH2:30][C:31]2[CH:36]=[C:35]([C:37]([F:40])([F:39])[F:38])[CH:34]=[C:33]([C:41]([F:44])([F:43])[F:42])[CH:32]=2)[C:22]2[N:27]=[CH:26][C:25]([C:28]#[N:29])=[CH:24][N:23]=2)[CH2:3][CH2:2]1.[OH-:49].[K+].OO. (5) Given the product [CH2:1]([C:3]1[C:8]([O:41][CH3:40])=[C:7]([C:9]2[O:13][N:12]=[C:11]([C:14]3[CH:19]=[C:18]([CH3:20])[N:17]=[C:16]([NH:21][CH:22]([CH3:23])[CH3:24])[N:15]=3)[N:10]=2)[CH:6]=[C:5]([CH3:25])[C:4]=1[C@H:28]1[CH2:27][O:29]1)[CH3:2], predict the reactants needed to synthesize it. The reactants are: [CH2:1]([C:3]1[CH:8]=[C:7]([C:9]2[O:13][N:12]=[C:11]([C:14]3[CH:19]=[C:18]([CH3:20])[N:17]=[C:16]([NH:21][CH:22]([CH3:24])[CH3:23])[N:15]=3)[N:10]=2)[CH:6]=[C:5]([CH3:25])[C:4]=1O)[CH3:2].[CH2:27]1[O:29][C@H:28]1CCl.C(C1C=C([C:40]2[O:41]C(C3C=C(C)N=C(NC(C)C)N=3)=NN=2)C=C(C)C=1O)C.